This data is from Forward reaction prediction with 1.9M reactions from USPTO patents (1976-2016). The task is: Predict the product of the given reaction. (1) Given the reactants [CH3:1][O:2][C:3]1[CH:4]=[CH:5][C:6]([C:13]2[CH:18]=[CH:17][C:16]([N:19]3[C:23](=[O:24])[CH2:22][CH:21]([C:25]([O:27]C)=[O:26])[CH2:20]3)=[CH:15][CH:14]=2)=[C:7]2[C:12]=1[CH:11]=[N:10][CH:9]=[CH:8]2.[OH-].[Na+].CN(C(ON1N=NC2C=CC=CC1=2)=[N+](C)C)C.F[P-](F)(F)(F)(F)F.CCN(CC)CC, predict the reaction product. The product is: [CH3:1][O:2][C:3]1[CH:4]=[CH:5][C:6]([C:13]2[CH:14]=[CH:15][C:16]([N:19]3[C:23](=[O:24])[CH2:22][CH:21]([C:25]([OH:27])=[O:26])[CH2:20]3)=[CH:17][CH:18]=2)=[C:7]2[C:12]=1[CH:11]=[N:10][CH:9]=[CH:8]2. (2) Given the reactants Br[CH2:2][CH2:3][N:4]1[C:8]2[N:9]=[C:10]([NH2:14])[N:11]=[C:12]([Cl:13])[C:7]=2[CH:6]=[CH:5]1.[CH3:15][NH:16][CH2:17][CH2:18][N:19]([C:21]1[CH:26]=[CH:25][C:24]([F:27])=[CH:23][C:22]=1[F:28])[CH3:20].C(=O)([O-])[O-].[K+].[K+], predict the reaction product. The product is: [NH2:14][C:10]1[N:11]=[C:12]([Cl:13])[C:7]2[CH:6]=[CH:5][N:4]([CH2:3][CH2:2][N:16]([CH3:15])[CH2:17][CH2:18][N:19]([C:21]3[CH:26]=[CH:25][C:24]([F:27])=[CH:23][C:22]=3[F:28])[CH3:20])[C:8]=2[N:9]=1. (3) Given the reactants [CH2:1]([C@H:8]([NH:11][C:12]1[N:20]=[C:19]([Cl:21])[N:18]=[C:17]2[C:13]=1[N:14]=[CH:15][N:16]2[C@@H:22]1[CH2:26][C@H:25]([NH:27][C:28]([CH2:30][O:31]C(=O)C)=[O:29])[C@@H:24]([OH:35])[C@H:23]1[OH:36])[CH2:9][OH:10])[C:2]1[CH:7]=[CH:6][CH:5]=[CH:4][CH:3]=1.C(=O)([O-])[O-].[K+].[K+], predict the reaction product. The product is: [CH2:1]([C@H:8]([NH:11][C:12]1[N:20]=[C:19]([Cl:21])[N:18]=[C:17]2[C:13]=1[N:14]=[CH:15][N:16]2[C@@H:22]1[CH2:26][C@H:25]([NH:27][C:28](=[O:29])[CH2:30][OH:31])[C@@H:24]([OH:35])[C@H:23]1[OH:36])[CH2:9][OH:10])[C:2]1[CH:3]=[CH:4][CH:5]=[CH:6][CH:7]=1. (4) The product is: [C:9]12[CH:8]=[C:7]3[N:6]=[C:5]([C:40]4[CH:41]=[CH:42][CH:43]=[CH:44][C:39]=43)[CH:4]=[C:3]3[NH:23][C:19]([CH:20]=[CH:2]3)=[CH:18][C:16]3=[N:17][C:13]([CH:14]=[CH:15]3)=[CH:12][C:11]([NH:10]1)=[CH:30][CH:31]=2. Given the reactants C[C:2]1[C:20](C=C)=[C:19]2[NH:23][C:3]=1[CH:4]=[C:5]1[C:40]3=[CH:41][CH:42]=[C:43](C(OC)=O)[CH:44](C(OC)=O)[C:39]3(C)[C:7]([CH:8]=[C:9]3[C:31](C)=[C:30](CCC(OC)=O)[C:11](=[CH:12][C:13]4[C:14](CCC(O)=O)=[C:15](C)[C:16](=[CH:18]2)[N:17]=4)[NH:10]3)=[N:6]1.C[C:2]1[C:20](C=C)=[C:19]2[NH:23][C:3]=1[CH:4]=[C:5]1[C:40]3=[CH:41][CH:42]=[C:43](C(OC)=O)[CH:44](C(OC)=O)[C:39]3(C)[C:7]([CH:8]=[C:9]3[C:31](C)=[C:30](CCC(O)=O)[C:11](=[CH:12][C:13]4[C:14](CCC(OC)=O)=[C:15](C)[C:16](=[CH:18]2)[N:17]=4)[NH:10]3)=[N:6]1, predict the reaction product. (5) Given the reactants FC(F)(F)S(O[C:7]1[CH2:8][CH2:9][C:10]([C:19]([O:21][CH3:22])=[O:20])([C:13]2[CH:18]=[CH:17][CH:16]=[CH:15][CH:14]=2)[CH2:11][CH:12]=1)(=O)=O.[F:25][C:26]1[CH:27]=[N:28][CH:29]=[C:30](B(O)O)[CH:31]=1.[F-].[Cs+].COCCOC, predict the reaction product. The product is: [F:25][C:26]1[CH:31]=[C:30]([C:7]2[CH2:8][CH2:9][C:10]([C:19]([O:21][CH3:22])=[O:20])([C:13]3[CH:14]=[CH:15][CH:16]=[CH:17][CH:18]=3)[CH2:11][CH:12]=2)[CH:29]=[N:28][CH:27]=1. (6) Given the reactants [CH2:1]([N:3]1[C:7]2=[N:8][C:9]([CH2:45][CH3:46])=[C:10]([CH2:19][N:20]([CH2:29][C:30]3[CH:31]=[C:32]([C:37]4[CH:42]=[CH:41][CH:40]=[C:39]([CH:43]=O)[CH:38]=4)[C:33]([CH3:36])=[CH:34][CH:35]=3)[C:21]([C:23]3([C:26]([NH2:28])=[O:27])[CH2:25][CH2:24]3)=[O:22])[C:11]([NH:12][CH:13]3[CH2:18][CH2:17][O:16][CH2:15][CH2:14]3)=[C:6]2[CH:5]=[N:4]1)[CH3:2].[CH3:47][N:48]1[CH2:53][CH2:52][NH:51][CH2:50][CH2:49]1.C(O[BH-](OC(=O)C)OC(=O)C)(=O)C.[Na+].C(O)(=O)C, predict the reaction product. The product is: [CH2:1]([N:3]1[C:7]2=[N:8][C:9]([CH2:45][CH3:46])=[C:10]([CH2:19][N:20]([CH2:29][C:30]3[CH:31]=[C:32]([C:37]4[CH:42]=[CH:41][CH:40]=[C:39]([CH2:43][N:51]5[CH2:52][CH2:53][N:48]([CH3:47])[CH2:49][CH2:50]5)[CH:38]=4)[C:33]([CH3:36])=[CH:34][CH:35]=3)[C:21]([C:23]3([C:26]([NH2:28])=[O:27])[CH2:24][CH2:25]3)=[O:22])[C:11]([NH:12][CH:13]3[CH2:18][CH2:17][O:16][CH2:15][CH2:14]3)=[C:6]2[CH:5]=[N:4]1)[CH3:2]. (7) Given the reactants Br[C:2]1[CH:7]=[CH:6][C:5]([N:8]2[CH2:12][C@H:11]([CH2:13][NH:14][C:15](=[O:17])[CH3:16])[O:10][C:9]2=[O:18])=[CH:4][C:3]=1[F:19].[B:20]1([B:20]2[O:25][CH2:24][C:23]([CH3:27])([CH3:26])[CH2:22][O:21]2)[O:25][CH2:24][C:23]([CH3:27])([CH3:26])[CH2:22][O:21]1.C([O-])(=O)C.[K+], predict the reaction product. The product is: [CH3:26][C:23]1([CH3:27])[CH2:24][O:25][B:20]([C:2]2[CH:7]=[CH:6][C:5]([N:8]3[CH2:12][C@H:11]([CH2:13][NH:14][C:15](=[O:17])[CH3:16])[O:10][C:9]3=[O:18])=[CH:4][C:3]=2[F:19])[O:21][CH2:22]1.